This data is from Full USPTO retrosynthesis dataset with 1.9M reactions from patents (1976-2016). The task is: Predict the reactants needed to synthesize the given product. (1) Given the product [CH:15]1([C:18]2[NH:22][C:21]3[C:23]([C:3]4[C:2]([CH3:1])=[CH:11][CH:10]=[C:9]5[C:4]=4[CH:5]=[CH:6][CH:7]=[N:8]5)=[CH:24][C:25]([C:27]4[C:28]([CH3:33])=[N:29][O:30][C:31]=4[CH3:32])=[CH:26][C:20]=3[N:19]=2)[CH2:17][CH2:16]1, predict the reactants needed to synthesize it. The reactants are: [CH3:1][C:2]1[C:3](B(O)O)=[C:4]2[C:9](=[CH:10][CH:11]=1)[N:8]=[CH:7][CH:6]=[CH:5]2.[CH:15]1([C:18]2[NH:22][C:21]3[C:23](I)=[CH:24][C:25]([C:27]4[C:28]([CH3:33])=[N:29][O:30][C:31]=4[CH3:32])=[CH:26][C:20]=3[N:19]=2)[CH2:17][CH2:16]1.C(=O)([O-])[O-].[K+].[K+]. (2) Given the product [CH3:1][O:2][C:3]([C@@H:5]1[CH2:9][C@@H:8]([S:10]([C:13]2[CH:18]=[CH:17][CH:16]=[CH:15][C:14]=2[C:19]([F:21])([F:20])[F:22])(=[O:12])=[O:11])[CH2:7][N:6]1[C:23]1[N:33]([CH:30]([CH3:32])[CH3:31])[N:34]=[C:25]([CH3:26])[CH:24]=1)=[O:4], predict the reactants needed to synthesize it. The reactants are: [CH3:1][O:2][C:3]([C@@H:5]1[CH2:9][C@@H:8]([S:10]([C:13]2[CH:18]=[CH:17][CH:16]=[CH:15][C:14]=2[C:19]([F:22])([F:21])[F:20])(=[O:12])=[O:11])[CH2:7][N:6]1[C:23](=S)[CH2:24][C:25](=O)[CH3:26])=[O:4].Cl.[CH:30]([NH:33][NH2:34])([CH3:32])[CH3:31]. (3) Given the product [F:1][C:2]([F:21])([F:20])[C:3]1[CH:8]=[CH:7][C:6]([C:9]2([NH2:26])[C:18]3[C:13](=[CH:14][CH:15]=[CH:16][CH:17]=3)[O:12][CH2:11][CH2:10]2)=[CH:5][CH:4]=1, predict the reactants needed to synthesize it. The reactants are: [F:1][C:2]([F:21])([F:20])[C:3]1[CH:8]=[CH:7][C:6]([C:9]2(O)[C:18]3[C:13](=[CH:14][CH:15]=[CH:16][CH:17]=3)[O:12][CH2:11][CH2:10]2)=[CH:5][CH:4]=1.[Si]([N:26]=[N+]=[N-])(C)(C)C.B(F)(F)F.CCOCC. (4) Given the product [OH:8][C:9]1[CH:10]=[C:11]([CH3:24])[C:12]([CH:16]2[C:21](=[O:22])[CH2:20][CH2:19][CH2:18][C:17]2=[O:23])=[C:13]([CH3:15])[CH:14]=1, predict the reactants needed to synthesize it. The reactants are: C([O:8][C:9]1[CH:14]=[C:13]([CH3:15])[C:12]([CH:16]2[C:21](=[O:22])[CH2:20][CH2:19][CH2:18][C:17]2=[O:23])=[C:11]([CH3:24])[CH:10]=1)C1C=CC=CC=1.[H][H]. (5) Given the product [C:1](=[O:20])([O:18][CH3:19])[O:2][C:3]1[CH:8]=[C:7]([NH2:9])[C:6]([F:12])=[CH:5][C:4]=1[CH:13]1[CH2:17][CH2:16][CH2:15][CH2:14]1, predict the reactants needed to synthesize it. The reactants are: [C:1](=[O:20])([O:18][CH3:19])[O:2][C:3]1[CH:8]=[C:7]([N+:9]([O-])=O)[C:6]([F:12])=[CH:5][C:4]=1[CH:13]1[CH2:17][CH2:16][CH2:15][CH2:14]1.[BH4-].[Na+].